This data is from Reaction yield outcomes from USPTO patents with 853,638 reactions. The task is: Predict the reaction yield, written as a fraction of the theoretical maximum amount of product (1.0 means a 100% yield; for example, 0.34 means a 34% yield). (1) The reactants are C(OC([N:8]1[CH2:12][CH2:11][CH2:10][C@@H:9]1[CH2:13][O:14][C:15]1[CH:20]=[CH:19][C:18]([O:21][C:22]2[CH:27]=[CH:26][C:25]([CH3:28])=[CH:24][CH:23]=2)=[CH:17][CH:16]=1)=O)(C)(C)C.[ClH:29]. The catalyst is O1CCOCC1. The product is [ClH:29].[C:25]1([CH3:28])[CH:24]=[CH:23][C:22]([O:21][C:18]2[CH:19]=[CH:20][C:15]([O:14][CH2:13][C@H:9]3[CH2:10][CH2:11][CH2:12][NH:8]3)=[CH:16][CH:17]=2)=[CH:27][CH:26]=1. The yield is 0.670. (2) The reactants are C([Li])CCC.Br[C:7]1[CH:12]=[CH:11][C:10]([Br:13])=[CH:9][N:8]=1.[CH3:14][C:15]([CH3:17])=[O:16].[Cl-].[NH4+]. The catalyst is C1(C)C=CC=CC=1. The product is [Br:13][C:10]1[CH:11]=[CH:12][C:7]([C:15]([OH:16])([CH3:17])[CH3:14])=[N:8][CH:9]=1. The yield is 0.730. (3) The reactants are [CH3:1][Si](C=[N+]=[N-])(C)C.C(OCC)C.[C:13]([O:17][C:18]([NH:20][C@@H:21]1[CH2:26][CH2:25][CH2:24][CH2:23][C@@H:22]1[C:27]([OH:29])=[O:28])=[O:19])([CH3:16])([CH3:15])[CH3:14].C1C=CC=CC=1. The catalyst is CO. The product is [CH3:1][O:28][C:27]([C@H:22]1[CH2:23][CH2:24][CH2:25][CH2:26][C@H:21]1[NH:20][C:18]([O:17][C:13]([CH3:16])([CH3:14])[CH3:15])=[O:19])=[O:29]. The yield is 0.950.